From a dataset of Forward reaction prediction with 1.9M reactions from USPTO patents (1976-2016). Predict the product of the given reaction. (1) Given the reactants FC(F)(F)S(O[C:7]1[C:8]2[CH2:28][N:27]([C:29](=[O:31])[CH3:30])[CH2:26][CH2:25][C:9]=2[N:10]=[C:11]([NH:13][C:14]2[CH:19]=[CH:18][C:17]([C:20]3[O:24][CH:23]=[N:22][CH:21]=3)=[CH:16][CH:15]=2)[N:12]=1)(=O)=O.[NH2:34][C:35]1[CH:36]=[C:37]([CH2:41][OH:42])[CH:38]=[CH:39][CH:40]=1, predict the reaction product. The product is: [OH:42][CH2:41][C:37]1[CH:36]=[C:35]([NH:34][C:7]2[C:8]3[CH2:28][N:27]([C:29](=[O:31])[CH3:30])[CH2:26][CH2:25][C:9]=3[N:10]=[C:11]([NH:13][C:14]3[CH:15]=[CH:16][C:17]([C:20]4[O:24][CH:23]=[N:22][CH:21]=4)=[CH:18][CH:19]=3)[N:12]=2)[CH:40]=[CH:39][CH:38]=1. (2) Given the reactants [OH:1][CH2:2][C:3]1[CH:12]=[C:11]2[C:6]([CH2:7][CH2:8][C:9](=[O:13])[NH:10]2)=[CH:5][CH:4]=1.[Cl:14][C:15]1[C:20]([Cl:21])=[CH:19][CH:18]=[CH:17][C:16]=1[N:22]1[CH2:27][CH2:26][N:25]([CH2:28][CH2:29][CH2:30][C:31](O)=[O:32])[CH2:24][CH2:23]1, predict the reaction product. The product is: [Cl:14][C:15]1[C:20]([Cl:21])=[CH:19][CH:18]=[CH:17][C:16]=1[N:22]1[CH2:23][CH2:24][N:25]([CH2:28][CH2:29][CH2:30][C:31]([O:1][CH2:2][C:3]2[CH:12]=[C:11]3[C:6]([CH2:7][CH2:8][C:9](=[O:13])[NH:10]3)=[CH:5][CH:4]=2)=[O:32])[CH2:26][CH2:27]1. (3) Given the reactants [H-].[Na+].Cl[C:4]1[N:9]=[C:8]([O:10][CH2:11][CH3:12])[C:7]([N+:13]([O-:15])=[O:14])=[CH:6][CH:5]=1.[C:16]([O:23][C:24]([CH3:27])([CH3:26])[CH3:25])(=[O:22])[CH2:17][C:18]([O:20][CH3:21])=[O:19], predict the reaction product. The product is: [CH2:11]([O:10][C:8]1[N:9]=[C:4]([CH:17]([C:18]([O:20][CH3:21])=[O:19])[C:16]([O:23][C:24]([CH3:27])([CH3:25])[CH3:26])=[O:22])[CH:5]=[CH:6][C:7]=1[N+:13]([O-:15])=[O:14])[CH3:12]. (4) Given the reactants [NH2:1][C:2]1[CH:7]=[CH:6][C:5]([CH2:8][C:9]([OH:11])=[O:10])=[CH:4][CH:3]=1.[S:12](=[O:16])(=[O:15])([OH:14])[OH:13].[CH3:17]O, predict the reaction product. The product is: [S:12]([OH:16])([OH:15])(=[O:14])=[O:13].[NH2:1][C:2]1[CH:3]=[CH:4][C:5]([CH2:8][C:9]([O:11][CH3:17])=[O:10])=[CH:6][CH:7]=1. (5) The product is: [ClH:29].[CH:1]1([C:4]2[N:8]([C:9]3[N:14]=[CH:13][C:12]([NH:15][C:16](=[O:24])[CH2:17][C:18]4[CH:23]=[CH:22][N:21]=[CH:20][CH:19]=4)=[CH:11][CH:10]=3)[N:7]=[C:6]([C:25]([F:28])([F:26])[F:27])[CH:5]=2)[CH2:3][CH2:2]1. Given the reactants [CH:1]1([C:4]2[N:8]([C:9]3[N:14]=[CH:13][C:12]([NH:15][C:16](=[O:24])[CH2:17][C:18]4[CH:23]=[CH:22][N:21]=[CH:20][CH:19]=4)=[CH:11][CH:10]=3)[N:7]=[C:6]([C:25]([F:28])([F:27])[F:26])[CH:5]=2)[CH2:3][CH2:2]1.[ClH:29], predict the reaction product. (6) Given the reactants [Cl:1][C:2]1[CH:3]=[C:4](F)[C:5]([N+:8]([O-])=O)=[N:6][CH:7]=1.[NH2:12][CH:13]([CH2:16][CH3:17])[CH2:14][CH3:15].O.O.[Sn](Cl)Cl.[C:23](N1C=CN=C1)(N1C=CN=C1)=[O:24], predict the reaction product. The product is: [Cl:1][C:2]1[CH:3]=[C:4]2[N:12]([CH:13]([CH2:16][CH3:17])[CH2:14][CH3:15])[C:23]([OH:24])=[N:8][C:5]2=[N:6][CH:7]=1. (7) Given the reactants C[O:2][C:3]([CH:5]1[CH2:9][CH2:8][CH2:7][N:6]1[C:10]([NH:12][C:13]1[CH:18]=[CH:17][C:16]([S:19]([N:22]2[CH2:27][CH2:26][CH:25]([CH2:28][NH:29][CH2:30][C@H:31]([OH:44])[C:32]3[CH:37]=[CH:36][C:35]([OH:38])=[C:34]([NH:39][S:40]([CH3:43])(=[O:42])=[O:41])[CH:33]=3)[CH2:24][CH2:23]2)(=[O:21])=[O:20])=[CH:15][CH:14]=1)=[O:11])=[O:4].Cl, predict the reaction product. The product is: [OH:44][C@H:31]([C:32]1[CH:37]=[CH:36][C:35]([OH:38])=[C:34]([NH:39][S:40]([CH3:43])(=[O:42])=[O:41])[CH:33]=1)[CH2:30][NH:29][CH2:28][CH:25]1[CH2:24][CH2:23][N:22]([S:19]([C:16]2[CH:17]=[CH:18][C:13]([NH:12][C:10]([N:6]3[CH2:7][CH2:8][CH2:9][C@H:5]3[C:3]([OH:4])=[O:2])=[O:11])=[CH:14][CH:15]=2)(=[O:20])=[O:21])[CH2:27][CH2:26]1. (8) Given the reactants Br[C:2]1[CH:7]=[CH:6][C:5]([C@H:8]([NH:13][S@@:14]([C:16]([CH3:19])([CH3:18])[CH3:17])=[O:15])[C:9]([F:12])([F:11])[F:10])=[C:4]([Cl:20])[CH:3]=1.[B:21]1([B:21]2[O:25][C:24]([CH3:27])([CH3:26])[C:23]([CH3:29])([CH3:28])[O:22]2)[O:25][C:24]([CH3:27])([CH3:26])[C:23]([CH3:29])([CH3:28])[O:22]1.C([O-])(=O)C.[K+], predict the reaction product. The product is: [Cl:20][C:4]1[CH:3]=[C:2]([B:21]2[O:25][C:24]([CH3:27])([CH3:26])[C:23]([CH3:29])([CH3:28])[O:22]2)[CH:7]=[CH:6][C:5]=1[C@H:8]([NH:13][S@@:14]([C:16]([CH3:19])([CH3:18])[CH3:17])=[O:15])[C:9]([F:12])([F:11])[F:10]. (9) Given the reactants [NH2:16][CH2:15][CH2:14][O:13]CCSCCSCC[O:13][CH2:14][CH2:15][NH2:16].NCCSCC[O:23]CCOCCSCCN.N[CH2:34][CH2:35][S:36][CH2:37][CH2:37][S:36][CH2:35][CH2:34]S[CH2:34][CH2:35][S:36][CH2:37]CN, predict the reaction product. The product is: [CH3:37][S:36][CH2:35][CH2:34][CH:15]([C:14]([OH:13])=[O:23])[NH2:16]. (10) Given the reactants [F:1][C:2]([F:14])([C:7]1[O:11][N:10]=[C:9]([CH2:12]O)[CH:8]=1)[C:3]([F:6])([F:5])[F:4].C1(P(C2C=CC=CC=2)C2C=CC=CC=2)C=CC=CC=1.C(Br)(Br)(Br)[Br:35], predict the reaction product. The product is: [Br:35][CH2:12][C:9]1[CH:8]=[C:7]([C:2]([F:14])([F:1])[C:3]([F:6])([F:5])[F:4])[O:11][N:10]=1.